Dataset: Forward reaction prediction with 1.9M reactions from USPTO patents (1976-2016). Task: Predict the product of the given reaction. (1) Given the reactants [F:1][C:2]1[C:11]([CH2:12][C:13]([O:15][CH3:16])=[O:14])=[C:10]2[C:5]([CH:6]=[CH:7][C:8](=[O:17])[NH:9]2)=[CH:4][CH:3]=1.[C:18](#N)C.C(N(CC)CC)C.C[Si](C=[N+]=[N-])(C)C, predict the reaction product. The product is: [CH3:16][O:15][C:13](=[O:14])[CH2:12][C:11]1[C:2]([F:1])=[CH:3][CH:4]=[C:5]2[C:10]=1[N:9]=[C:8]([O:17][CH3:18])[CH:7]=[CH:6]2. (2) Given the reactants [Br:1][C:2]1[CH:3]=[C:4]([O:25][C:26]([F:29])([F:28])[F:27])[CH:5]=[C:6]2[C:11]=1[N:10]=[CH:9][N:8]([NH:12]C1C=C(C=CC=1SCC)C#N)[C:7]2=[O:24].[CH2:30]([S:32]([C:35]1[CH:42]=[CH:41][C:38]([C:39]#[N:40])=[CH:37][C:36]=1C)(=[O:34])=[O:33])[CH3:31], predict the reaction product. The product is: [Br:1][C:2]1[CH:3]=[C:4]([O:25][C:26]([F:29])([F:28])[F:27])[CH:5]=[C:6]2[C:11]=1[N:10]=[CH:9][N:8]([NH:12][C:36]1[CH:37]=[C:38]([CH:41]=[CH:42][C:35]=1[S:32]([CH2:30][CH3:31])(=[O:33])=[O:34])[C:39]#[N:40])[C:7]2=[O:24]. (3) Given the reactants C([O:4][C@@H:5]1[C@@H:10]([O:11]C(=O)C)[C@H:9]([O:15]C(=O)C)[C@@H:8]([CH2:19][O:20]C(=O)C)[O:7][C@H:6]1[C:24]1[CH:29]=[CH:28][C:27]([Cl:30])=[C:26]([C:31]([C:34]2[CH:39]=[CH:38][C:37]([O:40][CH2:41][CH3:42])=[CH:36][CH:35]=2)([F:33])[CH3:32])[CH:25]=1)(=O)C.ClC1C=CC([C@@H]2O[C@H](CO)[C@@H](O)[C@H](O)[C@H]2O)=CC=1C(F)CC1C=CC(OCC)=CC=1, predict the reaction product. The product is: [Cl:30][C:27]1[CH:28]=[CH:29][C:24]([C@@H:6]2[O:7][C@H:8]([CH2:19][OH:20])[C@@H:9]([OH:15])[C@H:10]([OH:11])[C@H:5]2[OH:4])=[CH:25][C:26]=1[C:31]([C:34]1[CH:35]=[CH:36][C:37]([O:40][CH2:41][CH3:42])=[CH:38][CH:39]=1)([F:33])[CH3:32]. (4) The product is: [Br:2][C:3]1[CH:4]=[CH:5][C:6]([Cl:18])=[C:7]([C:9]2[CH:10]=[CH:32][C:30]([CH3:31])=[CH:29][N:23]=2)[CH:8]=1. Given the reactants [I-].[Br:2][C:3]1[CH:4]=[CH:5][C:6]([Cl:18])=[C:7]([C:9](=O)[CH2:10][N+]2C=CC=CC=2)[CH:8]=1.CC([O-])=O.[NH4+:23].CC(O)=O.O=[CH:29][C:30](=[CH2:32])[CH3:31], predict the reaction product. (5) The product is: [NH2:22][CH2:21][CH2:20][CH2:19][CH2:18][C@H:17]([NH:16][C:14](=[O:15])[CH2:13][C:6]1[C:5]2[C:9](=[CH:10][CH:11]=[C:3]([O:2][CH3:1])[CH:4]=2)[NH:8][C:7]=1[CH3:12])[C:33]1[NH:34][C:35]([C:38]2[CH:47]=[CH:46][C:45]3[C:40](=[CH:41][CH:42]=[CH:43][CH:44]=3)[CH:39]=2)=[CH:36][N:37]=1. Given the reactants [CH3:1][O:2][C:3]1[CH:4]=[C:5]2[C:9](=[CH:10][CH:11]=1)[NH:8][C:7]([CH3:12])=[C:6]2[CH2:13][C:14]([NH:16][C@H:17]([C:33]1[NH:34][C:35]([C:38]2[CH:47]=[CH:46][C:45]3[C:40](=[CH:41][CH:42]=[CH:43][CH:44]=3)[CH:39]=2)=[CH:36][N:37]=1)[CH2:18][CH2:19][CH2:20][CH2:21][NH:22]C(=O)OCC1C=CC=CC=1)=[O:15], predict the reaction product. (6) Given the reactants [Br:1][C:2]1[CH:19]=[CH:18][C:5]2=[C:6]([C:14](OC)=[O:15])[CH:7]=[C:8]3[C:13]([CH:12]=[N:11][CH:10]=[CH:9]3)=[C:4]2[CH:3]=1.[H-].[Al+3].[Li+].[H-].[H-].[H-], predict the reaction product. The product is: [Br:1][C:2]1[CH:19]=[CH:18][C:5]2=[C:6]([CH2:14][OH:15])[CH:7]=[C:8]3[C:13]([CH:12]=[N:11][CH:10]=[CH:9]3)=[C:4]2[CH:3]=1. (7) Given the reactants [Cl:1][C:2]1[CH:7]=[CH:6][CH:5]=[C:4]([Cl:8])[C:3]=1[CH2:9][S:10]([C:13]1[CH:14]=[C:15]2[C:19](=[CH:20][CH:21]=1)[NH:18][C:17](=[O:22])/[C:16]/2=[CH:23]\[C:24]1[NH:28][C:27]([CH3:29])=[C:26]([C:30]([OH:32])=O)[C:25]=1[CH3:33])(=[O:12])=[O:11].C1C=CC2N(O)N=NC=2C=1.CCN=C=NCCCN(C)C.Cl.[NH2:56][C:57]([CH2:62][OH:63])([CH2:60][OH:61])[CH2:58][OH:59], predict the reaction product. The product is: [OH:59][CH2:58][C:57]([NH:56][C:30]([C:26]1[C:25]([CH3:33])=[C:24](/[CH:23]=[C:16]2\[C:17](=[O:22])[NH:18][C:19]3[C:15]\2=[CH:14][C:13]([S:10]([CH2:9][C:3]2[C:2]([Cl:1])=[CH:7][CH:6]=[CH:5][C:4]=2[Cl:8])(=[O:11])=[O:12])=[CH:21][CH:20]=3)[NH:28][C:27]=1[CH3:29])=[O:32])([CH2:62][OH:63])[CH2:60][OH:61].